This data is from Full USPTO retrosynthesis dataset with 1.9M reactions from patents (1976-2016). The task is: Predict the reactants needed to synthesize the given product. (1) Given the product [C:1]1([S:7]([N:10]2[C:14]3=[N:15][CH:16]=[C:17]([F:19])[CH:18]=[C:13]3[CH:12]=[C:11]2[C:20]([C:45]2[CH:46]=[CH:47][C:42]([S:39]([CH3:38])(=[O:41])=[O:40])=[CH:43][CH:44]=2)=[CH:21][CH:22]2[CH2:26][CH2:25][CH2:24][CH2:23]2)(=[O:9])=[O:8])[CH:6]=[CH:5][CH:4]=[CH:3][CH:2]=1, predict the reactants needed to synthesize it. The reactants are: [C:1]1([S:7]([N:10]2[C:14]3=[N:15][CH:16]=[C:17]([F:19])[CH:18]=[C:13]3[CH:12]=[C:11]2[C:20](OS(C2C=CC(C)=CC=2)(=O)=O)=[CH:21][CH:22]2[CH2:26][CH2:25][CH2:24][CH2:23]2)(=[O:9])=[O:8])[CH:6]=[CH:5][CH:4]=[CH:3][CH:2]=1.[CH3:38][S:39]([C:42]1[CH:47]=[CH:46][C:45](B(O)O)=[CH:44][CH:43]=1)(=[O:41])=[O:40].C(=O)([O-])[O-].[Na+].[Na+]. (2) Given the product [Br-:13].[CH2:1]([C:4]1[CH:9]=[CH:8][C:7]([CH2:10][CH2:11][CH2:12][P+:20]([C:21]2[CH:22]=[CH:23][CH:24]=[CH:25][CH:26]=2)([C:27]2[CH:32]=[CH:31][CH:30]=[CH:29][CH:28]=2)[C:14]2[CH:15]=[CH:16][CH:17]=[CH:18][CH:19]=2)=[CH:6][CH:5]=1)[CH2:2][CH3:3], predict the reactants needed to synthesize it. The reactants are: [CH2:1]([C:4]1[CH:9]=[CH:8][C:7]([CH2:10][CH2:11][CH2:12][Br:13])=[CH:6][CH:5]=1)[CH2:2][CH3:3].[C:14]1([P:20]([C:27]2[CH:32]=[CH:31][CH:30]=[CH:29][CH:28]=2)[C:21]2[CH:26]=[CH:25][CH:24]=[CH:23][CH:22]=2)[CH:19]=[CH:18][CH:17]=[CH:16][CH:15]=1. (3) Given the product [F:11][C:12]1[C:13]([N+:1]([O-:4])=[O:2])=[C:14]([CH:17]=[C:18]([F:20])[CH:19]=1)[C:15]#[N:16], predict the reactants needed to synthesize it. The reactants are: [N+:1]([O-:4])([O-])=[O:2].[K+].OS(O)(=O)=O.[F:11][C:12]1[CH:13]=[C:14]([CH:17]=[C:18]([F:20])[CH:19]=1)[C:15]#[N:16]. (4) Given the product [CH2:29]([S:36][CH:37]([CH:40]([O:41][CH3:42])[O:43][CH3:44])[CH2:38][NH:39][C:26]([C:10]1[NH:11][C:12]2[C:8]([CH:9]=1)=[CH:7][C:6]([O:5][CH2:4][CH2:3][O:2][CH3:1])=[CH:14][C:13]=2[N:15]([CH3:25])[S:16]([C:19]1[CH:24]=[CH:23][CH:22]=[CH:21][N:20]=1)(=[O:18])=[O:17])=[O:27])[C:30]1[CH:35]=[CH:34][CH:33]=[CH:32][CH:31]=1, predict the reactants needed to synthesize it. The reactants are: [CH3:1][O:2][CH2:3][CH2:4][O:5][C:6]1[CH:7]=[C:8]2[C:12](=[C:13]([N:15]([CH3:25])[S:16]([C:19]3[CH:24]=[CH:23][CH:22]=[CH:21][N:20]=3)(=[O:18])=[O:17])[CH:14]=1)[NH:11][C:10]([C:26](O)=[O:27])=[CH:9]2.[CH2:29]([S:36][CH:37]([CH:40]([O:43][CH3:44])[O:41][CH3:42])[CH2:38][NH2:39])[C:30]1[CH:35]=[CH:34][CH:33]=[CH:32][CH:31]=1.C(N(C(C)C)CC)(C)C.F[P-](F)(F)(F)(F)F.N1(OC(N(C)C)=[N+](C)C)C2N=CC=CC=2N=N1. (5) Given the product [CH2:17]([C:19]1[N:20]([CH2:32][C:33]#[C:34][C:2]2[CH:7]=[CH:6][C:5]([O:8][CH3:9])=[CH:4][CH:3]=2)[C:21]2[C:30]3[CH:29]=[CH:28][CH:27]=[CH:26][C:25]=3[N:24]=[CH:23][C:22]=2[N:31]=1)[CH3:18], predict the reactants needed to synthesize it. The reactants are: I[C:2]1[CH:7]=[CH:6][C:5]([O:8][CH3:9])=[CH:4][CH:3]=1.C(N(CC)CC)C.[CH2:17]([C:19]1[N:20]([CH2:32][C:33]#[CH:34])[C:21]2[C:30]3[CH:29]=[CH:28][CH:27]=[CH:26][C:25]=3[N:24]=[CH:23][C:22]=2[N:31]=1)[CH3:18]. (6) The reactants are: [Cl:1][C:2]1[CH:10]=[C:9]2[C:5]([C:6]([CH:11]=[O:12])=[CH:7][NH:8]2)=[CH:4][C:3]=1[C:13]1[CH:18]=[CH:17][C:16]([CH:19]2[CH2:23][CH2:22][N:21]([C:24]([O:26][C:27]([CH3:30])([CH3:29])[CH3:28])=[O:25])[CH2:20]2)=[CH:15][CH:14]=1.CC(=CC)C.Cl([O-])=[O:37].[Na+].O.O.OP([O-])(O)=O.[Na+]. Given the product [C:27]([O:26][C:24]([N:21]1[CH2:22][CH2:23][CH:19]([C:16]2[CH:17]=[CH:18][C:13]([C:3]3[CH:4]=[C:5]4[C:9](=[CH:10][C:2]=3[Cl:1])[NH:8][CH:7]=[C:6]4[C:11]([OH:37])=[O:12])=[CH:14][CH:15]=2)[CH2:20]1)=[O:25])([CH3:30])([CH3:29])[CH3:28], predict the reactants needed to synthesize it.